This data is from Forward reaction prediction with 1.9M reactions from USPTO patents (1976-2016). The task is: Predict the product of the given reaction. (1) Given the reactants [Cl:1][C:2]1[C:3]([F:9])=[C:4]([CH:6]=[CH:7][CH:8]=1)[NH2:5].[CH3:10][N:11]1[CH2:16][CH2:15][C:14](=O)[CH2:13][CH2:12]1.C(O[BH-](OC(=O)C)OC(=O)C)(=O)C.[Na+].C(O)(=O)C, predict the reaction product. The product is: [CH3:10][N:11]1[CH2:16][CH2:15][CH:14]([NH:5][C:4]2[CH:6]=[CH:7][CH:8]=[C:2]([Cl:1])[C:3]=2[F:9])[CH2:13][CH2:12]1. (2) Given the reactants [C:1]([N:9]1[CH2:14][CH2:13][N:12]([CH2:15][C:16]([OH:18])=O)[CH2:11][CH2:10]1)(=[O:8])[C:2]1[CH:7]=[CH:6][CH:5]=[CH:4][CH:3]=1.Cl.[NH:20]1[CH2:23][CH2:22][CH2:21]1.Cl.C(N=C=NCCCN(C)C)C.ON1C2C=CC=CC=2N=N1.C(=O)([O-])O.[Na+], predict the reaction product. The product is: [N:20]1([C:16](=[O:18])[CH2:15][N:12]2[CH2:11][CH2:10][N:9]([C:1](=[O:8])[C:2]3[CH:3]=[CH:4][CH:5]=[CH:6][CH:7]=3)[CH2:14][CH2:13]2)[CH2:23][CH2:22][CH2:21]1.